From a dataset of Full USPTO retrosynthesis dataset with 1.9M reactions from patents (1976-2016). Predict the reactants needed to synthesize the given product. Given the product [CH2:76]([C:73]1[CH:72]=[N:71][C:25]([N:22]2[CH2:23][CH2:24][CH:19]([CH2:18][O:17][CH:14]3[CH2:13][CH2:12][CH:11]([C:8]4[CH:7]=[N:6][C:5]([S:2]([CH3:1])(=[O:4])=[O:3])=[CH:10][N:9]=4)[CH2:16][CH2:15]3)[CH2:20][CH2:21]2)=[N:75][CH:74]=1)[CH3:77], predict the reactants needed to synthesize it. The reactants are: [CH3:1][S:2]([C:5]1[N:6]=[CH:7][C:8]([CH:11]2[CH2:16][CH2:15][CH:14]([O:17][CH2:18][CH:19]3[CH2:24][CH2:23][N:22]([C:25](OC(C)(C)C)=O)[CH2:21][CH2:20]3)[CH2:13][CH2:12]2)=[N:9][CH:10]=1)(=[O:4])=[O:3].CS(C1N=CC(C2CCC(OCOC(N3CCCCC3)=O)CC2)=NC=1)(=O)=O.Cl.C(N(C(C)C)C(C)C)C.ClC1[N:75]=[CH:74][C:73]([CH2:76][CH3:77])=[CH:72][N:71]=1.